This data is from Forward reaction prediction with 1.9M reactions from USPTO patents (1976-2016). The task is: Predict the product of the given reaction. (1) Given the reactants [CH:1]1([CH2:7][C@@H:8]([C:20]([OH:22])=O)[NH:9][C:10]([O:12][CH2:13][C:14]2[CH:19]=[CH:18][CH:17]=[CH:16][CH:15]=2)=[O:11])[CH2:6][CH2:5][CH2:4][CH2:3][CH2:2]1.[NH2:23][CH2:24][CH2:25][CH2:26][NH:27][C:28](=[O:34])[O:29][C:30]([CH3:33])([CH3:32])[CH3:31].[CH:35]1C=C2C(N(O)N=NC2=CC=1)=O.CN1CCOCC1.CCN=C=NCCCN(C)C.Cl, predict the reaction product. The product is: [C:14]1([CH2:13][O:12][C:10](=[O:11])[NH:9][C@@H:8]([CH2:7][CH:1]2[CH2:2][CH2:3][CH2:4][CH2:5][CH2:6]2)[C:20]([NH:23][CH2:24][CH2:25][CH2:26][N:27]([C:28]([O:29][C:30]([CH3:31])([CH3:33])[CH3:32])=[O:34])[CH3:35])=[O:22])[CH:15]=[CH:16][CH:17]=[CH:18][CH:19]=1. (2) Given the reactants [N:1]1([C:7]2[CH:8]=[C:9]3[CH:15]=[CH:14][NH:13][C:10]3=[CH:11][N:12]=2)[CH2:6][CH2:5][NH:4][CH2:3][CH2:2]1.Br[CH2:17][CH2:18][C@H:19]1[C:27]2[C:22](=[CH:23][CH:24]=[CH:25][CH:26]=2)[N:21](C(=O)C)[CH2:20]1, predict the reaction product. The product is: [NH:21]1[C:22]2[C:27](=[CH:26][CH:25]=[CH:24][CH:23]=2)[C@H:19]([CH2:18][CH2:17][N:4]2[CH2:3][CH2:2][N:1]([C:7]3[CH:8]=[C:9]4[CH:15]=[CH:14][NH:13][C:10]4=[CH:11][N:12]=3)[CH2:6][CH2:5]2)[CH2:20]1. (3) Given the reactants [CH2:1]([O:8][C:9]1[C:14]2[S:15][CH:16]=[CH:17][C:13]=2[CH:12]=[CH:11][CH:10]=1)[C:2]1[CH:7]=[CH:6][CH:5]=[CH:4][CH:3]=1.[CH3:18][O:19]C(Cl)Cl, predict the reaction product. The product is: [CH2:1]([O:8][C:9]1[C:14]2[S:15][CH:16]=[CH:17][C:13]=2[C:12]([CH:18]=[O:19])=[CH:11][CH:10]=1)[C:2]1[CH:3]=[CH:4][CH:5]=[CH:6][CH:7]=1.